This data is from Forward reaction prediction with 1.9M reactions from USPTO patents (1976-2016). The task is: Predict the product of the given reaction. (1) Given the reactants Cl.[NH2:2][C@H:3]1[CH2:9][CH2:8][CH2:7][CH2:6][N:5]([C:10]2[CH:15]=[CH:14][CH:13]=[C:12]([Cl:16])[CH:11]=2)[C:4]1=[O:17].[Cl:18]C1C=CC(B(O)O)=CC=1, predict the reaction product. The product is: [ClH:16].[NH2:2][C@H:3]1[CH2:9][CH2:8][CH2:7][CH2:6][N:5]([C:10]2[CH:15]=[CH:14][C:13]([Cl:18])=[CH:12][CH:11]=2)[C:4]1=[O:17]. (2) Given the reactants [CH3:1][O:2][C:3](=[O:21])[C:4]1[CH:9]=[C:8]([C:10]2[CH:19]=[CH:18][C:17]3[NH:16][C:15](=[O:20])[CH2:14][CH2:13][C:12]=3[N:11]=2)[CH:7]=[N:6][CH:5]=1.[H-].[Na+].[CH3:24]I.O, predict the reaction product. The product is: [CH3:1][O:2][C:3](=[O:21])[C:4]1[CH:9]=[C:8]([C:10]2[CH:19]=[CH:18][C:17]3[N:16]([CH3:24])[C:15](=[O:20])[CH2:14][CH2:13][C:12]=3[N:11]=2)[CH:7]=[N:6][CH:5]=1. (3) Given the reactants [Cl:1][C:2]1[CH:10]=[CH:9][C:8]([N:11]2[CH:15]=[CH:14][N:13]=[CH:12]2)=[CH:7][C:3]=1[C:4]([NH2:6])=[O:5].FC1C=CC([O:23][C:24](=O)[NH:25][C:26]2[S:27][C:28]3[CH:34]=[C:33]([S:35]([CH3:38])(=[O:37])=[O:36])[CH:32]=[CH:31][C:29]=3[N:30]=2)=CC=1, predict the reaction product. The product is: [Cl:1][C:2]1[CH:10]=[CH:9][C:8]([N:11]2[CH:15]=[CH:14][N:13]=[CH:12]2)=[CH:7][C:3]=1[C:4]([NH:6][C:24](=[O:23])[NH:25][C:26]1[S:27][C:28]2[CH:34]=[C:33]([S:35]([CH3:38])(=[O:37])=[O:36])[CH:32]=[CH:31][C:29]=2[N:30]=1)=[O:5].